From a dataset of Forward reaction prediction with 1.9M reactions from USPTO patents (1976-2016). Predict the product of the given reaction. Given the reactants Cl[C:2]1[C:11]2[C:6](=[CH:7][C:8]([O:14][CH2:15][CH2:16][CH2:17][N:18]3[CH2:23][CH2:22][S:21](=[O:25])(=[O:24])[CH2:20][CH2:19]3)=[C:9]([O:12][CH3:13])[CH:10]=2)[N:5]=[CH:4][N:3]=1.C(=O)([O-])[O-].[K+].[K+].[OH:32][C:33]1[CH:42]=[C:41]2[C:36]([CH:37]=[CH:38][CH:39]=[N:40]2)=[CH:35][CH:34]=1.[OH-].[Na+], predict the reaction product. The product is: [O:24]=[S:21]1(=[O:25])[CH2:22][CH2:23][N:18]([CH2:17][CH2:16][CH2:15][O:14][C:8]2[CH:7]=[C:6]3[C:11]([C:2]([O:32][C:33]4[CH:42]=[C:41]5[C:36]([CH:37]=[CH:38][CH:39]=[N:40]5)=[CH:35][CH:34]=4)=[N:3][CH:4]=[N:5]3)=[CH:10][C:9]=2[O:12][CH3:13])[CH2:19][CH2:20]1.